This data is from Full USPTO retrosynthesis dataset with 1.9M reactions from patents (1976-2016). The task is: Predict the reactants needed to synthesize the given product. (1) Given the product [CH3:18][O:17][C:10]1[CH:9]=[C:8]2[C:13](=[CH:12][C:11]=1[NH2:14])[N:5]([C:3](=[O:4])[CH2:2][N:26]([CH3:25])[CH2:27][CH2:28][CH3:29])[CH2:6][CH2:7]2, predict the reactants needed to synthesize it. The reactants are: Br[CH2:2][C:3]([N:5]1[C:13]2[C:8](=[CH:9][C:10]([O:17][CH3:18])=[C:11]([N+:14]([O-])=O)[CH:12]=2)[CH2:7][CH2:6]1)=[O:4].C([O-])([O-])=O.[K+].[K+].[CH3:25][NH:26][CH2:27][CH2:28][CH3:29]. (2) Given the product [OH:6][C@@H:5]([CH2:4][OH:3])[CH2:7][N:8]1[CH:12]=[CH:11][C:10]([NH:13][C:14](=[O:35])[CH:15]([N:20]2[C:25](=[O:26])[CH:24]=[C:23]([NH:27][C:28]3[CH:33]=[CH:32][CH:31]=[CH:30][C:29]=3[Cl:34])[CH:22]=[N:21]2)[CH2:16][CH:17]([CH3:19])[CH3:18])=[N:9]1, predict the reactants needed to synthesize it. The reactants are: CC1(C)[O:6][C@H:5]([CH2:7][N:8]2[CH:12]=[CH:11][C:10]([NH:13][C:14](=[O:35])[CH:15]([N:20]3[C:25](=[O:26])[CH:24]=[C:23]([NH:27][C:28]4[CH:33]=[CH:32][CH:31]=[CH:30][C:29]=4[Cl:34])[CH:22]=[N:21]3)[CH2:16][CH:17]([CH3:19])[CH3:18])=[N:9]2)[CH2:4][O:3]1.Cl. (3) Given the product [Si:25]([O:32][CH2:17][C@@H:15]1[O:14][C:13](=[O:24])[N:12]([C:4]2[CH:3]=[CH:2][C:7]([Sn:8]([CH3:9])([CH3:10])[CH3:11])=[CH:6][CH:5]=2)[CH2:16]1)([C:28]([CH3:31])([CH3:30])[CH3:29])([CH3:27])[CH3:26], predict the reactants needed to synthesize it. The reactants are: F[C:2]1[CH:3]=[C:4]([N:12]2[CH2:16][C@H:15]([CH2:17]N3C=C(C)N=N3)[O:14][C:13]2=[O:24])[CH:5]=[CH:6][C:7]=1[Sn:8]([CH3:11])([CH3:10])[CH3:9].[Si:25]([O:32]C[C@@H]1OC(=O)N(C2C=CC(I)=CC=2)C1)([C:28]([CH3:31])([CH3:30])[CH3:29])([CH3:27])[CH3:26]. (4) The reactants are: [C:1]([SiH2:5][O:6][C:7]([CH3:18])([CH3:17])[C:8]1[N:13]=[C:12]([C@@H:14]([NH2:16])[CH3:15])[CH:11]=[CH:10][CH:9]=1)([CH3:4])([CH3:3])[CH3:2].[Br:19][C:20]1[CH:21]=[C:22]([CH2:26][CH:27]=O)[CH:23]=[CH:24][CH:25]=1.[BH-](OC(C)=O)(OC(C)=O)OC(C)=O.[Na+]. Given the product [Br:19][C:20]1[CH:21]=[C:22]([CH2:26][CH2:27][NH:16][C@H:14]([C:12]2[CH:11]=[CH:10][CH:9]=[C:8]([C:7]([CH3:17])([CH3:18])[O:6][SiH2:5][C:1]([CH3:4])([CH3:2])[CH3:3])[N:13]=2)[CH3:15])[CH:23]=[CH:24][CH:25]=1, predict the reactants needed to synthesize it. (5) Given the product [C:24]([C:36]1[NH:3][C:4]2[CH:9]=[CH:8][C:7]([S:10][C:11]([CH3:12])([CH3:13])[CH3:14])=[CH:6][C:5]=2[N:33]=1)([CH3:29])([CH3:25])[CH3:23], predict the reactants needed to synthesize it. The reactants are: [H-].[Na+].[NH2:3][C:4]1[CH:9]=[CH:8][C:7]([S:10][C:11]([CH3:14])([CH3:13])[CH3:12])=[CH:6][C:5]=1CC(C)(C)C(N)=O.O1[C:24]2([CH2:29]COC[CH2:25]2)[CH2:23]1.[P].[S].C[N:33]([CH3:36])C=O.